Dataset: Peptide-MHC class II binding affinity with 134,281 pairs from IEDB. Task: Regression. Given a peptide amino acid sequence and an MHC pseudo amino acid sequence, predict their binding affinity value. This is MHC class II binding data. The peptide sequence is GELQIVDKIDAAPKI. The MHC is DRB1_1302 with pseudo-sequence DRB1_1302. The binding affinity (normalized) is 0.987.